This data is from Reaction yield outcomes from USPTO patents with 853,638 reactions. The task is: Predict the reaction yield, written as a fraction of the theoretical maximum amount of product (1.0 means a 100% yield; for example, 0.34 means a 34% yield). (1) The catalyst is CN(C=O)C. The reactants are [NH:1]1[CH:8]=[CH:7][C:5](=[O:6])[NH:4][C:2]1=[O:3].C(=O)([O-])[O-].[Cs+].[Cs+].Br[CH2:16][CH2:17][CH:18]1[CH2:23][O:22][C:21]([CH3:25])([CH3:24])[O:20][CH2:19]1. The product is [CH3:24][C:21]1([CH3:25])[O:22][CH2:23][CH:18]([CH2:17][CH2:16][N:1]2[CH:8]=[CH:7][C:5](=[O:6])[NH:4][C:2]2=[O:3])[CH2:19][O:20]1. The yield is 0.450. (2) The product is [NH2:1][C:2]1[C:7]([CH:8]=[O:9])=[CH:6][CH:5]=[C:4]([CH3:10])[N:3]=1. The reactants are [NH2:1][C:2]1[C:7]([CH2:8][OH:9])=[CH:6][CH:5]=[C:4]([CH3:10])[N:3]=1. The yield is 0.880. The catalyst is [O-2].[O-2].[Mn+4].C(Cl)Cl. (3) The reactants are [CH2:1]([O:8][C:9]1[C:10]([NH:22][C:23]2[S:24][CH:25]=[C:26]([CH3:28])[N:27]=2)=[N:11][CH:12]=[C:13]([S:15][C:16]2[CH:21]=[CH:20][CH:19]=[CH:18][CH:17]=2)[CH:14]=1)[C:2]1[CH:7]=[CH:6][CH:5]=[CH:4][CH:3]=1.C1C=C([Cl:35])C=C(C(OO)=[O:37])C=1. No catalyst specified. The product is [ClH:35].[CH2:1]([O:8][C:9]1[C:10]([NH:22][C:23]2[S:24][CH:25]=[C:26]([CH3:28])[N:27]=2)=[N:11][CH:12]=[C:13]([S:15]([C:16]2[CH:21]=[CH:20][CH:19]=[CH:18][CH:17]=2)=[O:37])[CH:14]=1)[C:2]1[CH:3]=[CH:4][CH:5]=[CH:6][CH:7]=1. The yield is 0.506. (4) The reactants are [CH3:1][C@H:2]1[C:10]2[C:9]([N:11]3[CH2:16][CH2:15][N:14]([C:17]([O:19][C:20]([CH3:23])([CH3:22])[CH3:21])=[O:18])[CH2:13][CH2:12]3)=[N:8][CH:7]=[N:6][C:5]=2[C:4](=[O:24])[CH2:3]1.C[Li].[CH2:27](OCC)C. The catalyst is C1COCC1. The product is [OH:24][C:4]1([CH3:27])[C:5]2[N:6]=[CH:7][N:8]=[C:9]([N:11]3[CH2:16][CH2:15][N:14]([C:17]([O:19][C:20]([CH3:23])([CH3:22])[CH3:21])=[O:18])[CH2:13][CH2:12]3)[C:10]=2[C@H:2]([CH3:1])[CH2:3]1. The yield is 0.690. (5) The reactants are C([O:8][CH2:9][CH2:10][CH2:11][C:12]([C:14]1[NH:15][CH:16]=[N:17][CH:18]=1)=[O:13])C1C=CC=CC=1.[ClH:19]. The catalyst is C(O)C.[OH-].[OH-].[Pd+2]. The product is [ClH:19].[OH:8][CH2:9][CH2:10][CH2:11][C:12]([C:14]1[N:15]=[CH:16][NH:17][CH:18]=1)=[O:13]. The yield is 0.920. (6) The reactants are Cl.[NH2:2][CH2:3][C:4]1[CH:5]=[C:6]2[C:10](=[CH:11][CH:12]=1)[C:9](=[O:13])[N:8]([CH:14]1[CH2:19][CH2:18][C:17](=[O:20])[NH:16][C:15]1=[O:21])[CH2:7]2.Cl.[N:23]1[CH:28]=[CH:27][CH:26]=[CH:25][C:24]=1[C:29](Cl)=[O:30].C(N(CC)CC)C.O. The catalyst is CN(C)C=O. The product is [O:21]=[C:15]1[CH:14]([N:8]2[CH2:7][C:6]3[C:10](=[CH:11][CH:12]=[C:4]([CH2:3][NH:2][C:29]([C:24]4[CH:25]=[CH:26][CH:27]=[CH:28][N:23]=4)=[O:30])[CH:5]=3)[C:9]2=[O:13])[CH2:19][CH2:18][C:17](=[O:20])[NH:16]1. The yield is 0.510. (7) The reactants are [CH3:1][O:2][C:3]1[C:7]2[C:8](=[O:25])[N:9]([CH2:16][C:17](=[O:24])[C:18]3[CH:23]=[CH:22][CH:21]=[CH:20][CH:19]=3)[C:10]3[CH:11]=[CH:12][CH:13]=[CH:14][C:15]=3[C:6]=2[N:5]([CH3:26])[C:4]=1[C:27]([NH:29][CH:30]1[CH2:35][CH2:34][NH:33][CH2:32][CH2:31]1)=[O:28].C(N(CC)CC)C.C1COCC1.[C:48]1(=[O:52])[O:51][CH2:50][CH2:49]1. The catalyst is C(OCC)(=O)C. The product is [OH:52][CH2:48][CH2:49][C:50]([N:33]1[CH2:32][CH2:31][CH:30]([NH:29][C:27]([C:4]2[N:5]([CH3:26])[C:6]3[C:15]4[CH:14]=[CH:13][CH:12]=[CH:11][C:10]=4[N:9]([CH2:16][C:17](=[O:24])[C:18]4[CH:23]=[CH:22][CH:21]=[CH:20][CH:19]=4)[C:8](=[O:25])[C:7]=3[C:3]=2[O:2][CH3:1])=[O:28])[CH2:35][CH2:34]1)=[O:51]. The yield is 0.300. (8) The reactants are [Cl:1][C:2]1[N:3]=[C:4]([C:9]([NH:11][C@H:12]2[CH2:17][CH2:16][N:15]([C:18]3[S:19][C:20]([C:26]([O:28][CH2:29][CH3:30])=[O:27])=[C:21]([C:23]([OH:25])=O)[N:22]=3)[CH2:14][C@H:13]2[O:31][CH2:32][CH2:33][CH3:34])=[O:10])[NH:5][C:6]=1[CH2:7][CH3:8].[CH3:35][O:36][CH2:37][CH2:38][NH2:39].CCN=C=NCCCN(C)C.Cl.C1C=CC2N(O)N=NC=2C=1. No catalyst specified. The product is [Cl:1][C:2]1[N:3]=[C:4]([C:9]([NH:11][C@H:12]2[CH2:17][CH2:16][N:15]([C:18]3[S:19][C:20]([C:26]([O:28][CH2:29][CH3:30])=[O:27])=[C:21]([C:23](=[O:25])[NH:39][CH2:38][CH2:37][O:36][CH3:35])[N:22]=3)[CH2:14][C@H:13]2[O:31][CH2:32][CH2:33][CH3:34])=[O:10])[NH:5][C:6]=1[CH2:7][CH3:8]. The yield is 0.630. (9) The product is [Cl:17][C:14]1[CH:15]=[CH:16][C:11]([NH:8][C:6]2[C:5]([CH3:9])=[CH:4][N:3]=[C:2]([Cl:1])[N:7]=2)=[CH:12][C:13]=1[O:18][CH3:19]. The catalyst is O1CCOCC1.C(Cl)Cl.C1C=CC(/C=C/C(/C=C/C2C=CC=CC=2)=O)=CC=1.C1C=CC(/C=C/C(/C=C/C2C=CC=CC=2)=O)=CC=1.C1C=CC(/C=C/C(/C=C/C2C=CC=CC=2)=O)=CC=1.[Pd].[Pd]. The reactants are [Cl:1][C:2]1[N:7]=[C:6]([NH2:8])[C:5]([CH3:9])=[CH:4][N:3]=1.Br[C:11]1[CH:16]=[CH:15][C:14]([Cl:17])=[C:13]([O:18][CH3:19])[CH:12]=1.CC1(C)C2C(=C(P(C3C=CC=CC=3)C3C=CC=CC=3)C=CC=2)OC2C(P(C3C=CC=CC=3)C3C=CC=CC=3)=CC=CC1=2.C(=O)([O-])[O-].[Cs+].[Cs+]. The yield is 0.550. (10) The reactants are [CH3:1][C:2]1[N:3]=[C:4]([N:8]2[CH2:13][CH2:12][O:11][CH2:10][CH2:9]2)[S:5][C:6]=1[CH3:7].[Cl:14]N1C(=O)CCC1=O. The catalyst is C(#N)C. The product is [Cl:14][CH2:1][C:2]1[N:3]=[C:4]([N:8]2[CH2:9][CH2:10][O:11][CH2:12][CH2:13]2)[S:5][C:6]=1[CH3:7]. The yield is 0.350.